Dataset: Catalyst prediction with 721,799 reactions and 888 catalyst types from USPTO. Task: Predict which catalyst facilitates the given reaction. Reactant: [Si:1]([O:8][C@H:9]([CH2:19][CH:20]([C:22]1[CH:27]=[CH:26][CH:25]=[C:24]([F:28])[CH:23]=1)O)[CH2:10][NH:11][C:12](=[O:18])[O:13][C:14]([CH3:17])([CH3:16])[CH3:15])([C:4]([CH3:7])([CH3:6])[CH3:5])([CH3:3])[CH3:2].CS(Cl)(=O)=O.O. Product: [Si:1]([O:8][C@H:9]1[CH2:10][N:11]([C:12]([O:13][C:14]([CH3:17])([CH3:16])[CH3:15])=[O:18])[CH:20]([C:22]2[CH:27]=[CH:26][CH:25]=[C:24]([F:28])[CH:23]=2)[CH2:19]1)([C:4]([CH3:7])([CH3:6])[CH3:5])([CH3:3])[CH3:2]. The catalyst class is: 2.